Dataset: Retrosynthesis with 50K atom-mapped reactions and 10 reaction types from USPTO. Task: Predict the reactants needed to synthesize the given product. (1) Given the product Cc1oc2cc(Cl)cc(CO)c2c1C, predict the reactants needed to synthesize it. The reactants are: CC(=O)C(C)OC(=O)c1cc(Cl)cc2oc(C)c(C)c12. (2) Given the product FC(F)(F)c1cccc2c(-c3cccc(NCc4cccc(Oc5ccccc5)c4)c3)c(Cc3ccccc3)cnc12, predict the reactants needed to synthesize it. The reactants are: Nc1cccc(-c2c(Cc3ccccc3)cnc3c(C(F)(F)F)cccc23)c1.O=Cc1cccc(Oc2ccccc2)c1. (3) Given the product Cc1cnc(Cl)nc1Cc1cccc(C(F)(F)F)c1, predict the reactants needed to synthesize it. The reactants are: Cc1cnc(Cl)nc1Cl.FC(F)(F)c1cccc(CBr)c1.